Dataset: Catalyst prediction with 721,799 reactions and 888 catalyst types from USPTO. Task: Predict which catalyst facilitates the given reaction. Reactant: [Br:1][C:2]1[CH:6]=[CH:5][S:4][C:3]=1[C:7]1[O:8][C:9]2[C:10](=[C:12]([C:16]([OH:18])=O)[CH:13]=[CH:14][CH:15]=2)[N:11]=1.Cl.Cl.[NH2:21][CH:22]1[CH2:29][CH:28]2[N:30]([CH3:31])[CH:24]([CH2:25][CH2:26][CH2:27]2)[CH2:23]1.Cl.C(N=C=NCCCN(C)C)C.ON1C2C=CC=CC=2N=N1.C(N(CC)CC)C. Product: [CH3:31][N:30]1[CH:24]2[CH2:25][CH2:26][CH2:27][CH:28]1[CH2:29][CH:22]([NH:21][C:16]([C:12]1[CH:13]=[CH:14][CH:15]=[C:9]3[O:8][C:7]([C:3]4[S:4][CH:5]=[CH:6][C:2]=4[Br:1])=[N:11][C:10]=13)=[O:18])[CH2:23]2. The catalyst class is: 174.